This data is from Peptide-MHC class I binding affinity with 185,985 pairs from IEDB/IMGT. The task is: Regression. Given a peptide amino acid sequence and an MHC pseudo amino acid sequence, predict their binding affinity value. This is MHC class I binding data. (1) The peptide sequence is EKQRESREKPY. The MHC is Mamu-B17 with pseudo-sequence Mamu-B17. The binding affinity (normalized) is 0. (2) The peptide sequence is PLTLLIKTL. The MHC is HLA-A02:02 with pseudo-sequence HLA-A02:02. The binding affinity (normalized) is 0.208. (3) The peptide sequence is VLWAHGFEL. The MHC is HLA-B27:05 with pseudo-sequence HLA-B27:05. The binding affinity (normalized) is 0.0847. (4) The peptide sequence is SRPSGDLRQRL. The MHC is Mamu-A01 with pseudo-sequence Mamu-A01. The binding affinity (normalized) is 0.222. (5) The peptide sequence is LPCVLWPVL. The MHC is HLA-B44:03 with pseudo-sequence HLA-B44:03. The binding affinity (normalized) is 0. (6) The peptide sequence is SQFNHWFGE. The MHC is HLA-A02:12 with pseudo-sequence HLA-A02:12. The binding affinity (normalized) is 0.0847. (7) The binding affinity (normalized) is 0.0847. The peptide sequence is VGYVDDTQF. The MHC is HLA-A31:01 with pseudo-sequence HLA-A31:01. (8) The peptide sequence is RTFSILNRK. The MHC is HLA-B39:01 with pseudo-sequence HLA-B39:01. The binding affinity (normalized) is 0.0847. (9) The peptide sequence is KLVGINMSK. The MHC is HLA-A03:01 with pseudo-sequence HLA-A03:01. The binding affinity (normalized) is 0.543. (10) The peptide sequence is YIGLVESVA. The MHC is HLA-A68:02 with pseudo-sequence HLA-A68:02. The binding affinity (normalized) is 0.386.